From a dataset of NCI-60 drug combinations with 297,098 pairs across 59 cell lines. Regression. Given two drug SMILES strings and cell line genomic features, predict the synergy score measuring deviation from expected non-interaction effect. (1) Drug 1: CS(=O)(=O)C1=CC(=C(C=C1)C(=O)NC2=CC(=C(C=C2)Cl)C3=CC=CC=N3)Cl. Drug 2: C#CCC(CC1=CN=C2C(=N1)C(=NC(=N2)N)N)C3=CC=C(C=C3)C(=O)NC(CCC(=O)O)C(=O)O. Cell line: HT29. Synergy scores: CSS=7.12, Synergy_ZIP=-6.87, Synergy_Bliss=-8.55, Synergy_Loewe=-25.5, Synergy_HSA=-10.7. (2) Drug 1: C(=O)(N)NO. Drug 2: CC1=C(N=C(N=C1N)C(CC(=O)N)NCC(C(=O)N)N)C(=O)NC(C(C2=CN=CN2)OC3C(C(C(C(O3)CO)O)O)OC4C(C(C(C(O4)CO)O)OC(=O)N)O)C(=O)NC(C)C(C(C)C(=O)NC(C(C)O)C(=O)NCCC5=NC(=CS5)C6=NC(=CS6)C(=O)NCCC[S+](C)C)O. Cell line: RXF 393. Synergy scores: CSS=15.8, Synergy_ZIP=0.197, Synergy_Bliss=-4.29, Synergy_Loewe=-9.03, Synergy_HSA=-2.58.